This data is from Full USPTO retrosynthesis dataset with 1.9M reactions from patents (1976-2016). The task is: Predict the reactants needed to synthesize the given product. (1) The reactants are: C(O[C:6]([N:8](C)[CH2:9][CH2:10][N:11]([CH2:19][C:20]1[S:21][CH:22]=[C:23]([N:25]2[C:29]([C:30](=[O:41])[NH:31][CH2:32][C:33]3[CH:38]=[CH:37][CH:36]=[CH:35][C:34]=3[O:39][CH3:40])=[CH:28][C:27]([C:42]([F:45])([F:44])[F:43])=[N:26]2)[CH:24]=1)C(=O)OC(C)(C)C)=O)(C)(C)C.C(O)(C(F)(F)F)=O.N[C@@H](C)C(NCC1SC=C(N2C(C(NCC3C=CC=CC=3OC)=O)=CC(C(F)(F)F)=N2)C=1)=O. Given the product [CH3:40][O:39][C:34]1[CH:35]=[CH:36][CH:37]=[CH:38][C:33]=1[CH2:32][NH:31][C:30]([C:29]1[N:25]([C:23]2[CH:24]=[C:20]([CH2:19][NH:11][CH2:10][CH2:9][NH:8][CH3:6])[S:21][CH:22]=2)[N:26]=[C:27]([C:42]([F:43])([F:44])[F:45])[CH:28]=1)=[O:41], predict the reactants needed to synthesize it. (2) Given the product [OH:25][N:24]([C:26]1[CH:31]=[CH:30][CH:29]=[CH:28][CH:27]=1)[C:20](=[O:21])/[CH:19]=[CH:18]/[C:17]1[CH:22]=[CH:23][C:14]([O:13][CH3:12])=[CH:15][CH:16]=1, predict the reactants needed to synthesize it. The reactants are: C1CCN2C(=NCCC2)CC1.[CH3:12][O:13][C:14]1[CH:23]=[CH:22][C:17](/[CH:18]=[CH:19]/[CH:20]=[O:21])=[CH:16][CH:15]=1.[N:24]([C:26]1[CH:31]=[CH:30][CH:29]=[CH:28][CH:27]=1)=[O:25]. (3) Given the product [Br:1][C:2]1[CH:3]=[C:4]2[C:9](=[CH:10][CH:11]=1)[N:8]=[CH:7][CH:6]=[C:5]2[N:13]1[CH2:18][CH2:17][O:16][CH2:15][CH2:14]1, predict the reactants needed to synthesize it. The reactants are: [Br:1][C:2]1[CH:3]=[C:4]2[C:9](=[CH:10][CH:11]=1)[N:8]=[CH:7][CH:6]=[C:5]2Cl.[NH:13]1[CH2:18][CH2:17][O:16][CH2:15][CH2:14]1. (4) Given the product [CH3:26][O:25][C:23]([NH:2][C@@H:3]([CH2:8][C:9]1[CH:14]=[CH:13][CH:12]=[CH:11][CH:10]=1)[C:4](=[O:7])[CH2:5][Cl:6])=[O:24], predict the reactants needed to synthesize it. The reactants are: Cl.[NH2:2][C@@H:3]([CH2:8][C:9]1[CH:14]=[CH:13][CH:12]=[CH:11][CH:10]=1)[C:4](=[O:7])[CH2:5][Cl:6].C1(C)C=CC=CC=1.Cl[C:23]([O:25][CH3:26])=[O:24].C(=O)([O-])O.[Na+]. (5) Given the product [CH3:18][O:17][C:14]1[CH:13]=[CH:12][C:11]([CH2:10][N:5]2[CH2:4][CH:3]3[CH:2]([C:19]4[CH:24]=[CH:23][CH:22]=[C:21]([O:25][CH3:26])[CH:20]=4)[CH:7]([CH2:8][CH2:9]3)[CH2:6]2)=[CH:16][CH:15]=1, predict the reactants needed to synthesize it. The reactants are: Cl[C:2]1([C:19]2[CH:24]=[CH:23][CH:22]=[C:21]([O:25][CH3:26])[CH:20]=2)[CH:7]2[CH2:8][CH2:9][CH:3]1[CH2:4][N:5]([CH2:10][C:11]1[CH:16]=[CH:15][C:14]([O:17][CH3:18])=[CH:13][CH:12]=1)[CH2:6]2.C(O)(C)(C)C.[Na].CO. (6) Given the product [CH3:25][C:26]1[CH:31]=[C:30]([CH3:32])[N:29]=[C:28]([N:33]2[CH2:34][CH2:35][N:36]([CH2:12][CH2:13][CH2:14][CH2:15][C:16]3[C:24]4[C:19](=[CH:20][CH:21]=[CH:22][CH:23]=4)[NH:18][CH:17]=3)[CH2:37][CH2:38]2)[N:27]=1, predict the reactants needed to synthesize it. The reactants are: CC1C=CC(S(O[CH2:12][CH2:13][CH2:14][CH2:15][C:16]2[C:24]3[C:19](=[CH:20][CH:21]=[CH:22][CH:23]=3)[NH:18][CH:17]=2)(=O)=O)=CC=1.[CH3:25][C:26]1[CH:31]=[C:30]([CH3:32])[N:29]=[C:28]([N:33]2[CH2:38][CH2:37][NH:36][CH2:35][CH2:34]2)[N:27]=1.C(=O)([O-])[O-].[K+].[K+].[I-].[K+]. (7) Given the product [C:1]1([C:35]2[O:34][N:33]=[C:32]([C:30]([NH:15][CH2:16][CH2:17][CH2:18][NH:19][C:20](=[O:26])[O:21][C:22]([CH3:23])([CH3:25])[CH3:24])=[O:31])[CH:45]=2)[CH:6]=[CH:5][CH:4]=[CH:3][CH:2]=1, predict the reactants needed to synthesize it. The reactants are: [C:1]1(C2(C(O)=O)C=CON2)[CH:6]=[CH:5][CH:4]=[CH:3][CH:2]=1.[NH2:15][CH2:16][CH2:17][CH2:18][NH:19][C:20](=[O:26])[O:21][C:22]([CH3:25])([CH3:24])[CH3:23].CCO[C:30]([C:32]([C:45]#N)=[N:33][O:34][C:35](N1CCOCC1)=[N+](C)C)=[O:31].F[P-](F)(F)(F)(F)F.CCN(C(C)C)C(C)C.